Predict which catalyst facilitates the given reaction. From a dataset of Catalyst prediction with 721,799 reactions and 888 catalyst types from USPTO. (1) Reactant: N#N.[Cl:3][C:4]1[CH:5]=[C:6]([C:10]2[O:14][C:13]([CH3:15])=[N:12][C:11]=2[C:16]([OH:18])=O)[CH:7]=[CH:8][CH:9]=1.C1C=CC2N(O)N=NC=2C=1.CCN=C=NCCCN(C)C.Cl.CCN(C(C)C)C(C)C.Cl.[NH2:51][C:52]1[N:53]=[C:54]([CH2:57][C:58]2[S:62][C:61]([C:63](=[O:65])[CH3:64])=[CH:60][CH:59]=2)[S:55][CH:56]=1. Product: [C:63]([C:61]1[S:62][C:58]([CH2:57][C:54]2[S:55][CH:56]=[C:52]([NH:51][C:16]([C:11]3[N:12]=[C:13]([CH3:15])[O:14][C:10]=3[C:6]3[CH:7]=[CH:8][CH:9]=[C:4]([Cl:3])[CH:5]=3)=[O:18])[N:53]=2)=[CH:59][CH:60]=1)(=[O:65])[CH3:64]. The catalyst class is: 64. (2) Reactant: [CH2:1]([O:8][C:9]([N:11]1[CH2:16][CH2:15][NH:14][CH2:13][C@@H:12]1[C:17](=[O:29])[NH:18][CH2:19][C:20]1[CH:25]=[CH:24][C:23]([CH2:26][CH2:27][CH3:28])=[CH:22][CH:21]=1)=[O:10])[C:2]1[CH:7]=[CH:6][CH:5]=[CH:4][CH:3]=1.C(N(CC)CC)C.C1C2C(COC([N:54]=[C:55]=[S:56])=O)C3C(=CC=CC=3)C=2C=CC=1.N1CCCCC1. Product: [CH2:1]([O:8][C:9]([N:11]1[CH2:16][CH2:15][N:14]([C:55](=[S:56])[NH2:54])[CH2:13][C@@H:12]1[C:17](=[O:29])[NH:18][CH2:19][C:20]1[CH:25]=[CH:24][C:23]([CH2:26][CH2:27][CH3:28])=[CH:22][CH:21]=1)=[O:10])[C:2]1[CH:7]=[CH:6][CH:5]=[CH:4][CH:3]=1. The catalyst class is: 22. (3) Reactant: [CH3:1][C:2]1[C:10]2[C:5](=[CH:6][CH:7]=[C:8]([N+:11]([O-])=O)[CH:9]=2)[N:4]([C:14]([O:16][C:17]([CH3:20])([CH3:19])[CH3:18])=[O:15])[N:3]=1.CC1C2C(=CC=C([N+]([O-])=O)C=2)NN=1.C(OC(OC(C)(C)C)=O)(OC(C)(C)C)=O. Product: [NH2:11][C:8]1[CH:9]=[C:10]2[C:5](=[CH:6][CH:7]=1)[N:4]([C:14]([O:16][C:17]([CH3:19])([CH3:18])[CH3:20])=[O:15])[N:3]=[C:2]2[CH3:1]. The catalyst class is: 8. (4) Reactant: [NH2:1][CH:2]1[CH2:5][CH:4]([C:6]2[CH:11]=[CH:10][C:9]([C:12]3[N:13]=[C:14]([C@@H:17]4[CH2:21][CH2:20][CH2:19][N:18]4[C:22]([O:24][C:25]([CH3:28])([CH3:27])[CH3:26])=[O:23])[NH:15][CH:16]=3)=[CH:8][CH:7]=2)[CH2:3]1.[N:29]1([C:37]([O:39][C:40]([CH3:43])([CH3:42])[CH3:41])=[O:38])[CH2:36][CH2:35][CH2:34][C@H:30]1[C:31](O)=[O:32].CC(C)N=C=NC(C)C. Product: [C:25]([O:24][C:22]([N:18]1[CH2:19][CH2:20][CH2:21][C@H:17]1[C:14]1[NH:15][CH:16]=[C:12]([C:9]2[CH:10]=[CH:11][C:6]([CH:4]3[CH2:3][CH:2]([NH:1][C:31]([C@@H:30]4[CH2:34][CH2:35][CH2:36][N:29]4[C:37]([O:39][C:40]([CH3:43])([CH3:42])[CH3:41])=[O:38])=[O:32])[CH2:5]3)=[CH:7][CH:8]=2)[N:13]=1)=[O:23])([CH3:28])([CH3:27])[CH3:26]. The catalyst class is: 4. (5) The catalyst class is: 27. Reactant: S(=O)(=O)(O)O.[Cl:6][C:7]1[CH:12]=[C:11]([Cl:13])[C:10]([O:14][CH3:15])=[CH:9][C:8]=1[CH2:16][C:17]([OH:19])=[O:18].[CH3:20]O. Product: [Cl:6][C:7]1[CH:12]=[C:11]([Cl:13])[C:10]([O:14][CH3:15])=[CH:9][C:8]=1[CH2:16][C:17]([O:19][CH3:20])=[O:18].